Predict the reaction yield, written as a fraction of the theoretical maximum amount of product (1.0 means a 100% yield; for example, 0.34 means a 34% yield). From a dataset of Reaction yield outcomes from USPTO patents with 853,638 reactions. (1) The reactants are [NH2:1][C:2]1[S:3][CH:4]=[C:5]([C:16]2[CH:21]=[CH:20][CH:19]=[CH:18][CH:17]=2)[C:6]=1[C:7]([C:9]1[CH:14]=[CH:13][C:12]([CH3:15])=[CH:11][CH:10]=1)=O.[C:22]([O:29][CH3:30])(=[O:28])[CH2:23][CH2:24][C:25]([CH3:27])=O.Cl[Si](C)(C)C. The catalyst is CN(C=O)C. The product is [CH3:27][C:25]1[N:1]=[C:2]2[S:3][CH:4]=[C:5]([C:16]3[CH:21]=[CH:20][CH:19]=[CH:18][CH:17]=3)[C:6]2=[C:7]([C:9]2[CH:14]=[CH:13][C:12]([CH3:15])=[CH:11][CH:10]=2)[C:24]=1[CH2:23][C:22]([O:29][CH3:30])=[O:28]. The yield is 0.850. (2) The reactants are Br[C:2]1[CH:23]=[CH:22][C:5]2[C:6]3[N:7]=[C:8]([N:14]4[C:18]([CH:19]5[CH2:21][CH2:20]5)=[CH:17][N:16]=[N:15]4)[S:9][C:10]=3[CH2:11][CH2:12][O:13][C:4]=2[CH:3]=1.Cl.N[OH:26].F[B-](F)(F)F.C(P(C(C)(C)C)C(C)(C)C)(C)(C)C.[N:45]12[CH2:55]CCN=C1CCCCC2.CCN(C(C)C)C(C)C. The catalyst is O1CCOCC1.C(OCC)(=O)C.CS(C)=O.O.[C-]#[O+].[C-]#[O+].[C-]#[O+].[C-]#[O+].[C-]#[O+].[C-]#[O+].[Mo].CC1C(P(C2C([CH2-])=CC=CC=2)C2C(C)=CC=CC=2)=CC=CC=1.CC1C(P(C2C([CH2-])=CC=CC=2)C2C(C)=CC=CC=2)=CC=CC=1.CC(O)=O.CC(O)=O.[Pd].[Pd]. The product is [CH:19]1([C:18]2[N:14]([C:8]3[S:9][C:10]4[CH2:11][CH2:12][O:13][C:4]5[CH:3]=[C:2]([C:55]([NH2:45])=[O:26])[CH:23]=[CH:22][C:5]=5[C:6]=4[N:7]=3)[N:15]=[N:16][CH:17]=2)[CH2:21][CH2:20]1. The yield is 0.210. (3) The reactants are [CH3:1][O:2][CH2:3][O:4][C:5]1[C:21]([CH3:22])=[CH:20][C:8](/[CH:9]=[CH:10]/[C:11]2[CH:12]=[C:13]([CH:17]=[CH:18][CH:19]=2)[C:14]([OH:16])=O)=[CH:7][C:6]=1[CH3:23].C1CCC(N=C=NC2CCCCC2)CC1.[C:39]1([SH:45])[CH:44]=[CH:43][CH:42]=[CH:41][CH:40]=1. The catalyst is C(Cl)Cl.CN(C1C=CN=CC=1)C. The product is [CH3:1][O:2][CH2:3][O:4][C:5]1[C:6]([CH3:23])=[CH:7][C:8](/[CH:9]=[CH:10]/[C:11]2[CH:12]=[C:13]([CH:17]=[CH:18][CH:19]=2)[C:14](=[O:16])[S:45][C:39]2[CH:44]=[CH:43][CH:42]=[CH:41][CH:40]=2)=[CH:20][C:21]=1[CH3:22]. The yield is 1.00. (4) The reactants are [CH3:1][O:2][CH:3]1[C@@H:7]2[O:8][C:9]([CH3:12])([CH3:11])[O:10][C@@H:6]2[C@@H:5]([CH2:13][OH:14])[O:4]1.O[N:16]1C(=O)C2C(=CC=CC=2)C1=O.C1(P(C2C=CC=CC=2)C2C=CC=CC=2)C=CC=CC=1.CC(OC(/N=N/C(OC(C)C)=O)=O)C.O.NN. The catalyst is C(Cl)Cl. The product is [CH3:1][O:2][CH:3]1[C@@H:7]2[O:8][C:9]([CH3:12])([CH3:11])[O:10][C@@H:6]2[C@@H:5]([CH2:13][O:14][NH2:16])[O:4]1. The yield is 0.500. (5) The product is [Si:1]([O:8][C@@H:9]1[CH2:14][C@@H:13]([O:15][CH3:28])[CH2:12][N:11]([C:16]([O:18][CH2:19][C:20]2[CH:25]=[CH:24][CH:23]=[CH:22][CH:21]=2)=[O:17])[CH2:10]1)([C:4]([CH3:7])([CH3:6])[CH3:5])([CH3:3])[CH3:2]. The catalyst is C1COCC1.CCOC(C)=O. The reactants are [Si:1]([O:8][C@@H:9]1[CH2:14][C@@H:13]([OH:15])[CH2:12][N:11]([C:16]([O:18][CH2:19][C:20]2[CH:25]=[CH:24][CH:23]=[CH:22][CH:21]=2)=[O:17])[CH2:10]1)([C:4]([CH3:7])([CH3:6])[CH3:5])([CH3:3])[CH3:2].[H-].[Na+].[CH3:28]I. The yield is 0.930. (6) The reactants are [CH3:1][C:2]1[CH:3]=[C:4]([CH:17]=[CH:18][C:19]=1[C:20]1[CH:25]=[CH:24][CH:23]=[CH:22][CH:21]=1)[C:5]([NH:7][CH2:8][CH2:9][CH2:10][CH2:11][CH2:12][C:13]([O:15]C)=[O:14])=[O:6].O.[OH-].[Li+]. No catalyst specified. The product is [CH3:1][C:2]1[CH:3]=[C:4]([CH:17]=[CH:18][C:19]=1[C:20]1[CH:21]=[CH:22][CH:23]=[CH:24][CH:25]=1)[C:5]([NH:7][CH2:8][CH2:9][CH2:10][CH2:11][CH2:12][C:13]([OH:15])=[O:14])=[O:6]. The yield is 0.990. (7) The reactants are [Cl:1][C:2]1[CH:18]=[CH:17][C:5]2[CH2:6][CH2:7][N:8](C(=O)C(F)(F)F)[CH2:9][CH2:10][C:4]=2[C:3]=1[NH:19][CH2:20][C:21]1[CH:26]=[CH:25][C:24]([C:27]([O:29]C)=[O:28])=[CH:23][CH:22]=1.C(=O)([O-])[O-].[K+].[K+].C([O-])([O-])=O.[Na+].[Na+].[C:54]([O:53][C:51](O[C:51]([O:53][C:54]([CH3:57])([CH3:56])[CH3:55])=[O:52])=[O:52])([CH3:57])([CH3:56])[CH3:55]. The catalyst is C(Cl)Cl.O.CO. The product is [C:54]([O:53][C:51]([N:8]1[CH2:9][CH2:10][C:4]2[C:3]([NH:19][CH2:20][C:21]3[CH:22]=[CH:23][C:24]([C:27]([OH:29])=[O:28])=[CH:25][CH:26]=3)=[C:2]([Cl:1])[CH:18]=[CH:17][C:5]=2[CH2:6][CH2:7]1)=[O:52])([CH3:55])([CH3:56])[CH3:57]. The yield is 0.800. (8) The reactants are [CH3:1][C:2]1[O:6][N:5]=[C:4]([NH:7][C:8](=[O:15])OCC(Cl)(Cl)Cl)[CH:3]=1.[C:16]1([C:22]2[N:26]=[C:25]([N:27]3[CH2:32][CH2:31][NH:30][CH2:29][CH2:28]3)[S:24][N:23]=2)[CH:21]=[CH:20][CH:19]=[CH:18][CH:17]=1.C(N(C(C)C)CC)(C)C.O. The catalyst is CS(C)=O. The product is [CH3:1][C:2]1[O:6][N:5]=[C:4]([NH:7][C:8]([N:30]2[CH2:31][CH2:32][N:27]([C:25]3[S:24][N:23]=[C:22]([C:16]4[CH:21]=[CH:20][CH:19]=[CH:18][CH:17]=4)[N:26]=3)[CH2:28][CH2:29]2)=[O:15])[CH:3]=1. The yield is 0.440.